Dataset: Forward reaction prediction with 1.9M reactions from USPTO patents (1976-2016). Task: Predict the product of the given reaction. (1) Given the reactants [Br:1][C:2]1[CH:7]=[CH:6][C:5]([S:8]([NH:11][C:12]2[C:21]3[C:16](=[CH:17][CH:18]=[CH:19][CH:20]=3)[C:15]([O:22]C)=[C:14]([S:24][CH2:25][C:26]([O:28][CH3:29])=[O:27])[CH:13]=2)(=[O:10])=[O:9])=[CH:4][CH:3]=1.B(Br)(Br)Br.C(=O)=O.CC(C)=O.[NH4+].[Cl-], predict the reaction product. The product is: [Br:1][C:2]1[CH:7]=[CH:6][C:5]([S:8]([NH:11][C:12]2[C:21]3[C:16](=[CH:17][CH:18]=[CH:19][CH:20]=3)[C:15]([OH:22])=[C:14]([S:24][CH2:25][C:26]([O:28][CH3:29])=[O:27])[CH:13]=2)(=[O:10])=[O:9])=[CH:4][CH:3]=1. (2) The product is: [Cl:22][C:21]1[C:20]([Cl:23])=[C:19]2[C:15]([CH2:16][C:17]([CH:26]3[CH2:30][CH2:29][CH2:28][CH2:27]3)([CH3:25])[C:18]2=[O:24])=[CH:14][C:13]=1[O:12][CH2:11][CH2:10][CH2:9][CH2:8][O:31][C:32]1[CH:33]=[N:34][CH:35]=[CH:36][CH:37]=1. Given the reactants C(=O)([O-])[O-].[K+].[K+].Br[CH2:8][CH2:9][CH2:10][CH2:11][O:12][C:13]1[CH:14]=[C:15]2[C:19](=[C:20]([Cl:23])[C:21]=1[Cl:22])[C:18](=[O:24])[C:17]([CH:26]1[CH2:30][CH2:29][CH2:28][CH2:27]1)([CH3:25])[CH2:16]2.[OH:31][C:32]1[CH:33]=[N:34][CH:35]=[CH:36][CH:37]=1, predict the reaction product. (3) Given the reactants C(OC([N:8]1[CH2:13][CH2:12][N:11]([C:14]2[CH:19]=[CH:18][C:17]([NH:20]C)=[CH:16][C:15]=2[F:22])[CH2:10][CH2:9]1)=O)(C)(C)C.[CH2:23]([CH:25]([CH2:29][CH3:30])[C:26](Cl)=[O:27])[CH3:24].O, predict the reaction product. The product is: [CH2:23]([CH:25]([CH2:29][CH3:30])[C:26]([NH:20][C:17]1[CH:18]=[CH:19][C:14]([N:11]2[CH2:10][CH2:9][NH:8][CH2:13][CH2:12]2)=[C:15]([F:22])[CH:16]=1)=[O:27])[CH3:24]. (4) Given the reactants Cl[CH2:2][O:3][CH3:4].[OH:5][C:6]1[CH:7]=[C:8]([CH:14]=[CH:15][C:16]=1[N+:17]([O-:19])=[O:18])[C:9]([O:11][CH2:12][CH3:13])=[O:10].C(=O)([O-])[O-].[K+].[K+].CN(C=O)C, predict the reaction product. The product is: [CH3:4][O:3][CH2:2][O:5][C:6]1[CH:7]=[C:8]([CH:14]=[CH:15][C:16]=1[N+:17]([O-:19])=[O:18])[C:9]([O:11][CH2:12][CH3:13])=[O:10]. (5) Given the reactants O[C:2]1[C:3]2[C:10]3[CH2:11][CH2:12][CH:13]([C:15]([O:17][CH2:18][CH3:19])=[O:16])[CH2:14][C:9]=3[S:8][C:4]=2[N:5]=[CH:6][N:7]=1.C(N(C(C)C)C(C)C)C.P(Cl)(Cl)([Cl:31])=O.C(=O)([O-])O.[Na+], predict the reaction product. The product is: [Cl:31][C:2]1[C:3]2[C:10]3[CH2:11][CH2:12][CH:13]([C:15]([O:17][CH2:18][CH3:19])=[O:16])[CH2:14][C:9]=3[S:8][C:4]=2[N:5]=[CH:6][N:7]=1.